Predict the reaction yield, written as a fraction of the theoretical maximum amount of product (1.0 means a 100% yield; for example, 0.34 means a 34% yield). From a dataset of Reaction yield outcomes from USPTO patents with 853,638 reactions. (1) The reactants are [F:1][C:2]1[CH:7]=[CH:6][C:5]([N:8]2[C:16]3[CH2:15][CH2:14][CH2:13][NH:12][C:11]=3[CH:10]=[N:9]2)=[CH:4][CH:3]=1.[Cl:17][C:18]1[CH:23]=[CH:22][C:21]([CH2:24][C:25](O)=[O:26])=[CH:20][C:19]=1[O:28][C:29]([F:32])([F:31])[F:30].CCN(CC)CC.CN(C(ON1N=NC2C=CC=NC1=2)=[N+](C)C)C.F[P-](F)(F)(F)(F)F. The catalyst is CN(C=O)C. The product is [Cl:17][C:18]1[CH:23]=[CH:22][C:21]([CH2:24][C:25]([N:12]2[CH2:13][CH2:14][CH2:15][C:16]3[N:8]([C:5]4[CH:4]=[CH:3][C:2]([F:1])=[CH:7][CH:6]=4)[N:9]=[CH:10][C:11]2=3)=[O:26])=[CH:20][C:19]=1[O:28][C:29]([F:30])([F:32])[F:31]. The yield is 0.850. (2) The reactants are [N:1]1[CH:6]=[CH:5][C:4]([CH:7]([C:14]([C:16]2[CH:25]=[CH:24][C:23]3[C:18](=[CH:19][CH:20]=[CH:21][CH:22]=3)[CH:17]=2)=O)[CH2:8][C:9](OCC)=O)=[CH:3][CH:2]=1.[OH2:26].[NH2:27][NH2:28]. The catalyst is C(O)C. The product is [CH:17]1[C:18]2[C:23](=[CH:22][CH:21]=[CH:20][CH:19]=2)[CH:24]=[CH:25][C:16]=1[C:14]1[CH:7]([C:4]2[CH:5]=[CH:6][N:1]=[CH:2][CH:3]=2)[CH2:8][C:9](=[O:26])[NH:27][N:28]=1. The yield is 0.440. (3) The reactants are C(=O)([O-])[O-:2].[K+].[K+].[CH3:7][O:8][CH:9]([O:12][CH3:13])[CH:10]=O.[CH2:14]([O:16][CH2:17][CH3:18])[CH3:15]. The catalyst is O1CCCC1.O. The product is [CH2:14]([O:16][C:17](=[O:2])[CH:18]=[CH:10][CH:9]([O:8][CH3:7])[O:12][CH3:13])[CH3:15]. The yield is 0.900. (4) The reactants are [CH2:1]([O:3][C:4]1[CH:5]=[C:6]([C:27](O)=[O:28])[C:7]2[NH:11][C:10]([NH:12][C:13]([C:15]3[N:16]=[CH:17][C:18]4[C:23]([CH:24]=3)=[CH:22][CH:21]=[CH:20][CH:19]=4)=[O:14])=[N:9][C:8]=2[C:25]=1[F:26])[CH3:2].CN(C(ON1N=NC2C=CC=CC1=2)=[N+](C)C)C.F[P-](F)(F)(F)(F)F.CCN(C(C)C)C(C)C.Cl.[CH3:64][S:65]([C:68]1[CH:75]=[CH:74][C:71]([CH2:72][NH2:73])=[CH:70][CH:69]=1)(=[O:67])=[O:66]. The catalyst is CN(C=O)C.[Cl-].[Na+].O. The product is [CH2:1]([O:3][C:4]1[CH:5]=[C:6]([C:27](=[O:28])[NH:73][CH2:72][C:71]2[CH:70]=[CH:69][C:68]([S:65]([CH3:64])(=[O:67])=[O:66])=[CH:75][CH:74]=2)[C:7]2[NH:11][C:10]([NH:12][C:13]([C:15]3[N:16]=[CH:17][C:18]4[C:23]([CH:24]=3)=[CH:22][CH:21]=[CH:20][CH:19]=4)=[O:14])=[N:9][C:8]=2[C:25]=1[F:26])[CH3:2]. The yield is 0.450. (5) The reactants are [CH2:1]([O:3][C:4]([C:6]1[CH2:7][CH2:8][O:9][CH2:10][C:11]=1OS(C(F)(F)F)(=O)=O)=[O:5])[CH3:2].C([O-])([O-])=O.[K+].[K+].[CH2:26]1[CH2:30]O[CH2:28][CH2:27]1. The catalyst is C1C=CC([P]([Pd]([P](C2C=CC=CC=2)(C2C=CC=CC=2)C2C=CC=CC=2)([P](C2C=CC=CC=2)(C2C=CC=CC=2)C2C=CC=CC=2)[P](C2C=CC=CC=2)(C2C=CC=CC=2)C2C=CC=CC=2)(C2C=CC=CC=2)C2C=CC=CC=2)=CC=1. The product is [CH2:1]([O:3][C:4]([C:6]1[CH2:7][CH2:8][O:9][CH2:10][C:11]=1[C:26]1[CH:30]=[CH:30][C:26]([C:27]2[CH:10]=[CH:11][CH:6]=[CH:4][CH:28]=2)=[CH:28][CH:27]=1)=[O:5])[CH3:2]. The yield is 0.886. (6) The reactants are [C:1]([O:5][C:6](=[O:34])[N:7]([C:16]1[S:17][C@:18]2([CH2:32][OH:33])[C@H:20]([C@:21]([C:24]3[CH:29]=[C:28]([Br:30])[CH:27]=[CH:26][C:25]=3[F:31])([CH3:23])[N:22]=1)[CH2:19]2)[CH2:8][O:9][CH2:10][CH2:11][Si:12]([CH3:15])([CH3:14])[CH3:13])([CH3:4])([CH3:3])[CH3:2].C(N(C(C)C)CC)(C)C.S(=O)(=O)=O.N1C=CC=CC=1. The catalyst is C(Cl)Cl.CS(C)=O. The product is [C:1]([O:5][C:6](=[O:34])[N:7]([C:16]1[S:17][C@:18]2([CH:32]=[O:33])[C@H:20]([C@:21]([C:24]3[CH:29]=[C:28]([Br:30])[CH:27]=[CH:26][C:25]=3[F:31])([CH3:23])[N:22]=1)[CH2:19]2)[CH2:8][O:9][CH2:10][CH2:11][Si:12]([CH3:15])([CH3:14])[CH3:13])([CH3:3])([CH3:2])[CH3:4]. The yield is 0.810. (7) The reactants are [N+:1]([C:4]1[CH:9]=[CH:8][C:7]([S:10]([NH:13][C:14]2[CH:15]=[C:16]([CH:21]=[CH:22][C:23]=2[NH:24][S:25]([C:28]2[CH:33]=[CH:32][C:31]([N+:34]([O-])=O)=[CH:30][CH:29]=2)(=[O:27])=[O:26])[C:17]([O:19][CH3:20])=[O:18])(=[O:12])=[O:11])=[CH:6][CH:5]=1)([O-])=O. The catalyst is CO.C(OCC)(=O)C.[Pd]. The product is [NH2:1][C:4]1[CH:9]=[CH:8][C:7]([S:10]([NH:13][C:14]2[CH:15]=[C:16]([CH:21]=[CH:22][C:23]=2[NH:24][S:25]([C:28]2[CH:29]=[CH:30][C:31]([NH2:34])=[CH:32][CH:33]=2)(=[O:27])=[O:26])[C:17]([O:19][CH3:20])=[O:18])(=[O:11])=[O:12])=[CH:6][CH:5]=1. The yield is 0.946. (8) The reactants are [I:1][CH2:2][CH2:3][CH2:4]I.[CH2:6]([O:13][C:14]1[C:15](=[O:20])[NH:16][CH:17]=[CH:18][CH:19]=1)[C:7]1[CH:12]=[CH:11][CH:10]=[CH:9][CH:8]=1.C([O-])([O-])=O.[Na+].[Na+]. The catalyst is O1CCCC1. The product is [CH2:6]([O:13][C:14]1[C:15](=[O:20])[N:16]([CH2:4][CH2:3][CH2:2][I:1])[CH:17]=[CH:18][CH:19]=1)[C:7]1[CH:8]=[CH:9][CH:10]=[CH:11][CH:12]=1. The yield is 0.100. (9) The reactants are Cl[C:2]1[N:7]=[C:6]([C:8]2[S:12][C:11]([CH:13]3[CH2:16][CH2:15][CH2:14]3)=[N:10][C:9]=2[C:17]2[CH:18]=[CH:19][C:20]([F:35])=[C:21]([NH:23][S:24]([C:27]3[CH:32]=[C:31]([F:33])[CH:30]=[CH:29][C:28]=3[F:34])(=[O:26])=[O:25])[CH:22]=2)[CH:5]=[CH:4][N:3]=1.[CH3:36][S:37]([N:40]1[CH2:45][CH2:44][CH:43]([NH2:46])[CH2:42][CH2:41]1)(=[O:39])=[O:38]. The catalyst is C1COCC1. The product is [CH:13]1([C:11]2[S:12][C:8]([C:6]3[CH:5]=[CH:4][N:3]=[C:2]([NH:46][CH:43]4[CH2:44][CH2:45][N:40]([S:37]([CH3:36])(=[O:39])=[O:38])[CH2:41][CH2:42]4)[N:7]=3)=[C:9]([C:17]3[CH:18]=[CH:19][C:20]([F:35])=[C:21]([NH:23][S:24]([C:27]4[CH:32]=[C:31]([F:33])[CH:30]=[CH:29][C:28]=4[F:34])(=[O:26])=[O:25])[CH:22]=3)[N:10]=2)[CH2:16][CH2:15][CH2:14]1. The yield is 0.980. (10) The reactants are [BH3-]C#N.[Na+].[Si:5]([O:12][CH2:13][CH:14]([O:24][C:25]1[CH:33]=[CH:32][CH:31]=[C:30]2[C:26]=1[CH:27]=[CH:28][NH:29]2)[CH2:15][O:16][Si:17]([C:20]([CH3:23])([CH3:22])[CH3:21])([CH3:19])[CH3:18])([C:8]([CH3:11])([CH3:10])[CH3:9])([CH3:7])[CH3:6]. The catalyst is C(O)(=O)C. The product is [Si:5]([O:12][CH2:13][CH:14]([O:24][C:25]1[CH:33]=[CH:32][CH:31]=[C:30]2[C:26]=1[CH2:27][CH2:28][NH:29]2)[CH2:15][O:16][Si:17]([C:20]([CH3:23])([CH3:22])[CH3:21])([CH3:19])[CH3:18])([C:8]([CH3:9])([CH3:10])[CH3:11])([CH3:7])[CH3:6]. The yield is 0.750.